Dataset: Full USPTO retrosynthesis dataset with 1.9M reactions from patents (1976-2016). Task: Predict the reactants needed to synthesize the given product. (1) The reactants are: [CH3:1][C:2]12[CH2:23][CH:6]([N:7]([C:9]([C:11]3[CH:12]=[C:13]4[C:17](=[CH:18][CH:19]=3)[NH:16][CH:15]=[C:14]4[C:20](O)=[O:21])=[O:10])[CH2:8]1)[CH2:5][C:4]([CH3:25])([CH3:24])[CH2:3]2.C(N=C=NC(C)C)(C)C.[NH:35]1[CH2:40][CH2:39][CH2:38][CH2:37][CH2:36]1.CCN(C(C)C)C(C)C. Given the product [N:35]1([C:20]([C:14]2[C:13]3[C:17](=[CH:18][CH:19]=[C:11]([C:9]([N:7]4[CH2:8][C:2]5([CH3:1])[CH2:23][CH:6]4[CH2:5][C:4]([CH3:24])([CH3:25])[CH2:3]5)=[O:10])[CH:12]=3)[NH:16][CH:15]=2)=[O:21])[CH2:40][CH2:39][CH2:38][CH2:37][CH2:36]1, predict the reactants needed to synthesize it. (2) The reactants are: [NH2:1][C:2]1[C:3]([CH3:8])=[CH:4][CH:5]=[CH:6][CH:7]=1.N1[CH:14]=[CH:13][CH:12]=[CH:11][CH:10]=1.O1CCCC1.C(Cl)(=O)CCCC. Given the product [CH2:11]([C:10]1[NH:1][C:2]2[C:3]([CH:8]=1)=[CH:4][CH:5]=[CH:6][CH:7]=2)[CH2:12][CH2:13][CH3:14], predict the reactants needed to synthesize it. (3) Given the product [F:1][C:2]1[C:3]([O:9][CH3:10])=[CH:4][CH:5]=[C:6]([F:8])[C:7]=1[CH:34]([C:26]1[N:25]([CH2:24][O:23][CH2:22][CH2:21][Si:20]([CH3:36])([CH3:37])[CH3:19])[C:29]2[CH:30]=[CH:31][CH:32]=[CH:33][C:28]=2[N:27]=1)[OH:35], predict the reactants needed to synthesize it. The reactants are: [F:1][C:2]1[CH:7]=[C:6]([F:8])[CH:5]=[CH:4][C:3]=1[O:9][CH3:10].C([N-]C(C)C)(C)C.[Li+].[CH3:19][Si:20]([CH3:37])([CH3:36])[CH2:21][CH2:22][O:23][CH2:24][N:25]1[C:29]2[CH:30]=[CH:31][CH:32]=[CH:33][C:28]=2[N:27]=[C:26]1[CH:34]=[O:35]. (4) Given the product [F:13][C:2]([F:12])([F:1])[C:3]1[N:11]=[C:6]2[CH2:7][N:8]([C:14]([O:16][C:17]([CH3:20])([CH3:19])[CH3:18])=[O:15])[CH2:9][CH2:10][N:5]2[N:4]=1, predict the reactants needed to synthesize it. The reactants are: [F:1][C:2]([F:13])([F:12])[C:3]1[N:11]=[C:6]2[CH2:7][NH:8][CH2:9][CH2:10][N:5]2[N:4]=1.[C:14](O[C:14]([O:16][C:17]([CH3:20])([CH3:19])[CH3:18])=[O:15])([O:16][C:17]([CH3:20])([CH3:19])[CH3:18])=[O:15]. (5) Given the product [Cl:1][C:2]1[CH:7]=[CH:6][C:5]([C:8]2([CH:13]=[O:27])[CH2:12][CH2:11][CH2:10][CH2:9]2)=[CH:4][CH:3]=1, predict the reactants needed to synthesize it. The reactants are: [Cl:1][C:2]1[CH:7]=[CH:6][C:5]([C:8]2([C:13]#N)[CH2:12][CH2:11][CH2:10][CH2:9]2)=[CH:4][CH:3]=1.C1(C2(C=[O:27])CCCC2)C=CC=CC=1. (6) Given the product [CH3:33][CH:29]([C:26]1[CH:25]=[CH:24][C:23]([C:21]2[CH:20]=[N:19][N:18]3[C:14]([C:10]4[CH:9]=[C:8]([NH:7][C:5]([NH:4][CH2:3][C:2]([F:1])([F:35])[F:34])=[O:6])[CH:13]=[CH:12][CH:11]=4)=[CH:15][N:16]=[C:17]3[CH:22]=2)=[CH:28][CH:27]=1)[C:30]([N:36]1[CH2:41][CH2:40][O:39][CH2:38][CH2:37]1)=[O:32], predict the reactants needed to synthesize it. The reactants are: [F:1][C:2]([F:35])([F:34])[CH2:3][NH:4][C:5]([NH:7][C:8]1[CH:9]=[C:10]([C:14]2[N:18]3[N:19]=[CH:20][C:21]([C:23]4[CH:28]=[CH:27][C:26]([CH:29]([CH3:33])[C:30]([OH:32])=O)=[CH:25][CH:24]=4)=[CH:22][C:17]3=[N:16][CH:15]=2)[CH:11]=[CH:12][CH:13]=1)=[O:6].[NH:36]1[CH2:41][CH2:40][O:39][CH2:38][CH2:37]1. (7) Given the product [F:1][C:2]1[CH:3]=[CH:4][C:5]([CH3:11])=[C:6]([CH:10]=1)[C:7]([O:9][CH3:14])=[O:8], predict the reactants needed to synthesize it. The reactants are: [F:1][C:2]1[CH:3]=[CH:4][C:5]([CH3:11])=[C:6]([CH:10]=1)[C:7]([OH:9])=[O:8].Cl.O1CCOC[CH2:14]1.